Dataset: Full USPTO retrosynthesis dataset with 1.9M reactions from patents (1976-2016). Task: Predict the reactants needed to synthesize the given product. Given the product [Cl:1][C:2]1[N:7]=[C:6]([C:8]2[C:9]([C:18]3[CH:19]=[C:20]([CH:21]=[CH:22][CH:23]=3)[NH2:24])=[N:10][N:11]3[CH:16]=[CH:15][CH:14]=[C:13]([F:17])[C:12]=23)[CH:5]=[CH:4][N:3]=1, predict the reactants needed to synthesize it. The reactants are: [Cl:1][C:2]1[N:7]=[C:6]([C:8]2[C:9]([C:18]3[CH:19]=[C:20]([NH:24]C(=O)C(F)(F)F)[CH:21]=[CH:22][CH:23]=3)=[N:10][N:11]3[CH:16]=[CH:15][CH:14]=[C:13]([F:17])[C:12]=23)[CH:5]=[CH:4][N:3]=1.[Li+].[OH-].C([O-])(O)=O.[Na+].